From a dataset of Forward reaction prediction with 1.9M reactions from USPTO patents (1976-2016). Predict the product of the given reaction. (1) Given the reactants N#N.[Si:3]([O:10][CH2:11][C:12]1[N:13]=[C:14]([CH:17]([OH:19])[CH3:18])[O:15][CH:16]=1)([C:6]([CH3:9])([CH3:8])[CH3:7])([CH3:5])[CH3:4], predict the reaction product. The product is: [Si:3]([O:10][CH2:11][C:12]1[N:13]=[C:14]([C:17](=[O:19])[CH3:18])[O:15][CH:16]=1)([C:6]([CH3:9])([CH3:7])[CH3:8])([CH3:5])[CH3:4]. (2) Given the reactants C([O:5][C:6]([CH2:8][CH2:9][O:10][C:11](=[O:51])[C:12]1[CH:17]=[CH:16][C:15]([NH:18][C:19]([C@H:21]2[C@H:25]([C:26]3[CH:31]=[CH:30][CH:29]=[C:28]([Cl:32])[C:27]=3[F:33])[C@:24]([C:36]3[CH:41]=[CH:40][C:39]([Cl:42])=[CH:38][C:37]=3[F:43])([C:34]#[N:35])[C@H:23]([CH2:44][C:45]([CH3:48])([CH3:47])[CH3:46])[NH:22]2)=[O:20])=[C:14]([O:49][CH3:50])[CH:13]=1)=[O:7])(C)(C)C.FC(F)(F)C(O)=O, predict the reaction product. The product is: [C:6]([CH2:8][CH2:9][O:10][C:11](=[O:51])[C:12]1[CH:17]=[CH:16][C:15]([NH:18][C:19]([C@H:21]2[C@H:25]([C:26]3[CH:31]=[CH:30][CH:29]=[C:28]([Cl:32])[C:27]=3[F:33])[C@:24]([C:36]3[CH:41]=[CH:40][C:39]([Cl:42])=[CH:38][C:37]=3[F:43])([C:34]#[N:35])[C@H:23]([CH2:44][C:45]([CH3:46])([CH3:47])[CH3:48])[NH:22]2)=[O:20])=[C:14]([O:49][CH3:50])[CH:13]=1)([OH:7])=[O:5]. (3) Given the reactants Br[C:2]1[N:6]([CH2:7][C:8]([F:11])([F:10])[F:9])[N:5]=[CH:4][C:3]=1[N+:12]([O-:14])=[O:13].[CH3:15][CH:16]1[CH2:21][NH:20][CH2:19][CH2:18][N:17]1[C:22]([O:24][C:25]([CH3:28])([CH3:27])[CH3:26])=[O:23].CCN(C(C)C)C(C)C, predict the reaction product. The product is: [CH3:15][CH:16]1[CH2:21][N:20]([C:2]2[N:6]([CH2:7][C:8]([F:11])([F:10])[F:9])[N:5]=[CH:4][C:3]=2[N+:12]([O-:14])=[O:13])[CH2:19][CH2:18][N:17]1[C:22]([O:24][C:25]([CH3:26])([CH3:28])[CH3:27])=[O:23]. (4) Given the reactants [C:1]([N:4]1[C:13]2[C:8](=[CH:9][C:10](B3OC(C)(C)C(C)(C)O3)=[CH:11][CH:12]=2)[C@H:7]([NH:23][C:24](=[O:29])[O:25][CH:26]([CH3:28])[CH3:27])[CH2:6][C@@H:5]1[CH3:30])(=[O:3])[CH3:2].Br[C:32]1[CH:37]=[CH:36][C:35]([CH2:38][C:39]([O:41][CH2:42][CH3:43])=[O:40])=[CH:34][CH:33]=1.C(=O)([O-])[O-].[K+].[K+], predict the reaction product. The product is: [C:1]([N:4]1[C:13]2[C:8](=[CH:9][C:10]([C:32]3[CH:37]=[CH:36][C:35]([CH2:38][C:39]([O:41][CH2:42][CH3:43])=[O:40])=[CH:34][CH:33]=3)=[CH:11][CH:12]=2)[C@H:7]([NH:23][C:24]([O:25][CH:26]([CH3:27])[CH3:28])=[O:29])[CH2:6][C@@H:5]1[CH3:30])(=[O:3])[CH3:2]. (5) Given the reactants [CH2:1]([C:3]1[N:4]([CH2:9][CH2:10][NH2:11])[CH:5]=[C:6]([I:8])[N:7]=1)[CH3:2].[CH3:12][C:13]1[CH:14]=[C:15]([CH2:20][CH2:21][CH:22]=O)[CH:16]=[CH:17][C:18]=1[CH3:19], predict the reaction product. The product is: [CH3:12][C:13]1[CH:14]=[C:15]([CH2:20][CH2:21][CH:22]2[NH:11][CH2:10][CH2:9][N:4]3[C:3]([CH2:1][CH3:2])=[N:7][C:6]([I:8])=[C:5]23)[CH:16]=[CH:17][C:18]=1[CH3:19]. (6) Given the reactants Br[C:2]1[CH:7]=[CH:6][C:5]([S:8]([NH:11][C:12]2[S:16][N:15]=[CH:14][N:13]=2)(=[O:10])=[O:9])=[CH:4][CH:3]=1.[NH:17]1[CH2:21][CH2:20][C@@H:19]([NH:22][C:23](=[O:29])[O:24][C:25]([CH3:28])([CH3:27])[CH3:26])[CH2:18]1.C1(C2C=CC=CC=2)C=CC=CC=1P(C(C)(C)C)C(C)(C)C.CC(C)([O-])C.[Na+], predict the reaction product. The product is: [C:25]([O:24][C:23](=[O:29])[NH:22][C@@H:19]1[CH2:20][CH2:21][N:17]([C:2]2[CH:7]=[CH:6][C:5]([S:8](=[O:10])(=[O:9])[NH:11][C:12]3[S:16][N:15]=[CH:14][N:13]=3)=[CH:4][CH:3]=2)[CH2:18]1)([CH3:28])([CH3:26])[CH3:27]. (7) Given the reactants [Br:1][C:2]1[CH:8]=[CH:7][C:5]([NH2:6])=[CH:4][CH:3]=1.[CH3:9][CH:10]([S:12](Cl)(=[O:14])=[O:13])[CH3:11], predict the reaction product. The product is: [Br:1][C:2]1[CH:8]=[CH:7][C:5]([NH:6][S:12]([CH:10]([CH3:11])[CH3:9])(=[O:14])=[O:13])=[CH:4][CH:3]=1.